From a dataset of Full USPTO retrosynthesis dataset with 1.9M reactions from patents (1976-2016). Predict the reactants needed to synthesize the given product. (1) Given the product [Cl:1][C:2]1[CH:3]=[C:4]([CH:8]=[C:9]([F:37])[C:10]=1[CH2:11][S:12][C:13]1[N:14]([C:30]2[CH:31]=[CH:32][C:33]([F:36])=[CH:34][CH:35]=2)[C:15]([C:18]([C:21]2[CH:26]=[CH:25][C:24]([Cl:27])=[C:23]([O:28][CH3:29])[CH:22]=2)([CH3:19])[CH3:20])=[CH:16][N:17]=1)[C:5]([NH:38][C@@H:39]([CH2:47][CH2:48][CH2:49][NH:50][C:51]([NH2:53])=[NH:52])[C:40]([O:42][C:43]([CH3:46])([CH3:44])[CH3:45])=[O:41])=[O:6], predict the reactants needed to synthesize it. The reactants are: [Cl:1][C:2]1[CH:3]=[C:4]([CH:8]=[C:9]([F:37])[C:10]=1[CH2:11][S:12][C:13]1[N:14]([C:30]2[CH:35]=[CH:34][C:33]([F:36])=[CH:32][CH:31]=2)[C:15]([C:18]([C:21]2[CH:26]=[CH:25][C:24]([Cl:27])=[C:23]([O:28][CH3:29])[CH:22]=2)([CH3:20])[CH3:19])=[CH:16][N:17]=1)[C:5](O)=[O:6].[NH2:38][C@@H:39]([CH2:47][CH2:48][CH2:49][NH:50][C:51]([NH2:53])=[NH:52])[C:40]([O:42][C:43]([CH3:46])([CH3:45])[CH3:44])=[O:41].CN(C(ON1N=NC2C=CC=NC1=2)=[N+](C)C)C.F[P-](F)(F)(F)(F)F.CCN(C(C)C)C(C)C. (2) Given the product [F:1][C:2]1[C:7]([O:8][CH3:9])=[CH:6][C:5]([O:10][CH3:11])=[C:4]([F:12])[C:3]=1[C:13]1[N:18]=[CH:17][C:16]2[C:19]([I:28])=[N:20][NH:21][C:15]=2[CH:14]=1, predict the reactants needed to synthesize it. The reactants are: [F:1][C:2]1[C:7]([O:8][CH3:9])=[CH:6][C:5]([O:10][CH3:11])=[C:4]([F:12])[C:3]=1[C:13]1[N:18]=[CH:17][C:16]2[CH:19]=[N:20][N:21](C3CCCCO3)[C:15]=2[CH:14]=1.[I:28]N1C(=O)CCC1=O. (3) Given the product [CH2:1]([N:5]([C:23]1[CH:24]=[C:25]([C:29]2[CH:30]=[CH:31][C:32]([C:35]([F:38])([F:36])[F:37])=[CH:33][CH:34]=2)[CH:26]=[CH:27][CH:28]=1)[S:6]([C:9]1[CH:21]=[CH:20][C:12]([O:13][CH2:14][C:15]([OH:17])=[O:16])=[C:11]([CH3:22])[CH:10]=1)(=[O:7])=[O:8])[CH2:2][CH2:3][CH3:4], predict the reactants needed to synthesize it. The reactants are: [CH2:1]([N:5]([C:23]1[CH:24]=[C:25]([C:29]2[CH:34]=[CH:33][C:32]([C:35]([F:38])([F:37])[F:36])=[CH:31][CH:30]=2)[CH:26]=[CH:27][CH:28]=1)[S:6]([C:9]1[CH:21]=[CH:20][C:12]([O:13][CH2:14][C:15]([O:17]CC)=[O:16])=[C:11]([CH3:22])[CH:10]=1)(=[O:8])=[O:7])[CH2:2][CH2:3][CH3:4].[OH-].[Na+]. (4) Given the product [CH:16]1([O:8][C:6]2[CH:7]=[C:2]([F:1])[CH:3]=[CH:4][C:5]=2[N+:9]([O-:11])=[O:10])[CH2:15][CH2:14][CH:13]=[CH:12]1, predict the reactants needed to synthesize it. The reactants are: [F:1][C:2]1[CH:3]=[CH:4][C:5]([N+:9]([O-:11])=[O:10])=[C:6]([OH:8])[CH:7]=1.[CH:12]1(O)[CH2:16][CH2:15][CH:14]=[CH:13]1.C1(P(C2C=CC=CC=2)C2C=CC=CC=2)C=CC=CC=1. (5) Given the product [Br:14][C:13]1[CH:12]=[N:2][N:1]([C:3]2[CH:4]=[CH:5][C:6]([C:7]([OH:9])=[O:8])=[CH:10][CH:11]=2)[C:17](=[O:18])[C:15]=1[Br:16], predict the reactants needed to synthesize it. The reactants are: [NH:1]([C:3]1[CH:11]=[CH:10][C:6]([C:7]([OH:9])=[O:8])=[CH:5][CH:4]=1)[NH2:2].[C:12](O)(=O)/[C:13](=[C:15](\[CH:17]=[O:18])/[Br:16])/[Br:14].Cl. (6) Given the product [CH:17]1([O:16][CH2:15][CH2:14][S:12][C:10]2[N:11]=[C:4]3[N:3]=[C:2]([CH3:1])[CH:7]=[C:6]([CH3:8])[N:5]3[N:9]=2)[CH2:22][CH2:21][CH2:20][CH2:19][CH2:18]1, predict the reactants needed to synthesize it. The reactants are: [CH3:1][C:2]1[CH:7]=[C:6]([CH3:8])[N:5]2[N:9]=[C:10]([SH:12])[N:11]=[C:4]2[N:3]=1.Br[CH2:14][CH2:15][O:16][CH:17]1[CH2:22][CH2:21][CH2:20][CH2:19][CH2:18]1. (7) Given the product [C:14]([CH2:2][C:3]1[N:4]=[C:5]([C:8]2[CH:13]=[CH:12][CH:11]=[CH:10][CH:9]=2)[S:6][CH:7]=1)#[N:15], predict the reactants needed to synthesize it. The reactants are: Cl[CH2:2][C:3]1[N:4]=[C:5]([C:8]2[CH:13]=[CH:12][CH:11]=[CH:10][CH:9]=2)[S:6][CH:7]=1.[C-:14]#[N:15].[K+].C(OCC)(=O)C.